From a dataset of Full USPTO retrosynthesis dataset with 1.9M reactions from patents (1976-2016). Predict the reactants needed to synthesize the given product. (1) Given the product [CH2:15]([O:17][C:18]([CH:20]([P:31]([O:36][CH2:37][CH3:38])([O:33][CH2:34][CH3:35])=[O:32])[O:21][C@@H:22]1[CH2:26][C@H:25]([N:7]2[CH:14]=[CH:13][C:11]([NH2:12])=[N:10][C:8]2=[O:9])[CH:24]=[CH:23]1)=[O:19])[CH3:16], predict the reactants needed to synthesize it. The reactants are: C(=O)([O-])[O-].[Na+].[Na+].[NH:7]1[CH:14]=[CH:13][C:11]([NH2:12])=[N:10][C:8]1=[O:9].[CH2:15]([O:17][C:18]([CH:20]([P:31]([O:36][CH2:37][CH3:38])([O:33][CH2:34][CH3:35])=[O:32])[O:21][C@H:22]1[CH2:26][C@@H:25](OC(=O)C)[CH:24]=[CH:23]1)=[O:19])[CH3:16].C(Cl)(Cl)Cl.C1(P(C2C=CC=CC=2)CCCCP(C2C=CC=CC=2)C2C=CC=CC=2)C=CC=CC=1. (2) Given the product [C:1]([O-:13])(=[O:12])[CH2:2][C:3]([CH2:8][C:9]([O-:11])=[O:10])([C:5]([O-:7])=[O:6])[OH:4].[Na+:18].[Na+:18].[Na+:18].[C:14](=[O:16])=[O:15], predict the reactants needed to synthesize it. The reactants are: [C:1]([OH:13])(=[O:12])[CH2:2][C:3]([CH2:8][C:9]([OH:11])=[O:10])([C:5]([OH:7])=[O:6])[OH:4].[C:14](=O)([OH:16])[O-:15].[Na+:18].O. (3) The reactants are: [N:1]([CH2:4][C@@H:5]([NH2:15])[CH2:6][C:7]1[CH:12]=[CH:11][C:10]([O:13][CH3:14])=[CH:9][CH:8]=1)=[N+:2]=[N-:3].N[C@@H](CC1C=CC(OC)=CC=1)C[OH:19].COC1C=CC(C[C@@H](C(O)=O)N)=CC=1.O[C:44]1[C:52]2[C:47](=[CH:48][CH:49]=[CH:50][CH:51]=2)[N:46]([CH3:53])[C:45]=1[C:54]([OH:56])=O. Given the product [N:1]([CH2:4][C@@H:5]([NH:15][C:54]([C:45]1[N:46]([CH3:53])[C:47]2[C:52]([CH:44]=1)=[C:51]([OH:19])[CH:50]=[CH:49][CH:48]=2)=[O:56])[CH2:6][C:7]1[CH:12]=[CH:11][C:10]([O:13][CH3:14])=[CH:9][CH:8]=1)=[N+:2]=[N-:3], predict the reactants needed to synthesize it. (4) The reactants are: [F:1][C:2]1[CH:3]=[C:4]2[C:10](B3OC(C)(C)C(C)(C)O3)=[CH:9][N:8]([S:20]([C:23]3[CH:28]=[CH:27][C:26]([CH3:29])=[CH:25][CH:24]=3)(=[O:22])=[O:21])[C:5]2=[N:6][CH:7]=1.Cl[C:31]1[N:36]=[C:35]([NH:37][CH:38]([C:45]2([CH3:51])[CH2:50][CH2:49][CH2:48][CH2:47][CH2:46]2)[CH2:39][C:40]([O:42][CH2:43][CH3:44])=[O:41])[C:34]([F:52])=[CH:33][N:32]=1.[O-]P([O-])([O-])=O.[K+].[K+].[K+]. Given the product [F:52][C:34]1[C:35]([NH:37][CH:38]([C:45]2([CH3:51])[CH2:50][CH2:49][CH2:48][CH2:47][CH2:46]2)[CH2:39][C:40]([O:42][CH2:43][CH3:44])=[O:41])=[N:36][C:31]([C:10]2[C:4]3[C:5](=[N:6][CH:7]=[C:2]([F:1])[CH:3]=3)[N:8]([S:20]([C:23]3[CH:28]=[CH:27][C:26]([CH3:29])=[CH:25][CH:24]=3)(=[O:22])=[O:21])[CH:9]=2)=[N:32][CH:33]=1, predict the reactants needed to synthesize it. (5) Given the product [Cl:1][C:2]1[CH:7]=[CH:6][CH:5]=[CH:4][C:3]=1[N:8]1[C:12](=[O:13])/[C:11](=[C:23](/[O:25][CH2:26][CH3:27])\[CH3:24])/[C:10]([CH2:14][C:15]([O:17][CH3:18])=[O:16])=[N:9]1, predict the reactants needed to synthesize it. The reactants are: [Cl:1][C:2]1[CH:7]=[CH:6][CH:5]=[CH:4][C:3]=1[N:8]1[C:12]([OH:13])=[CH:11][C:10]([CH2:14][C:15]([O:17][CH3:18])=[O:16])=[N:9]1.C(O)(=O)C.[CH2:23]([O:25][C:26](OCC)(OCC)[CH3:27])[CH3:24]. (6) Given the product [CH2:1]([N:8]1[C:16]2[C:11](=[CH:12][CH:13]=[CH:14][CH:15]=2)[C:10]([O:17][C:18]2[O:22][C:21]([CH2:23][OH:24])=[CH:20][CH:19]=2)=[N:9]1)[C:2]1[CH:3]=[CH:4][CH:5]=[CH:6][CH:7]=1, predict the reactants needed to synthesize it. The reactants are: [CH2:1]([N:8]1[C:16]2[C:11](=[CH:12][CH:13]=[CH:14][CH:15]=2)[C:10]([O:17][C:18]2[O:22][C:21]([CH:23]=[O:24])=[CH:20][CH:19]=2)=[N:9]1)[C:2]1[CH:7]=[CH:6][CH:5]=[CH:4][CH:3]=1.[BH4-].[Na+].C(O)(=O)CC(CC(O)=O)(C(O)=O)O.